From a dataset of Catalyst prediction with 721,799 reactions and 888 catalyst types from USPTO. Predict which catalyst facilitates the given reaction. (1) Reactant: [C:1]([O-:4])([OH:3])=O.[Na+].ClC(OC(Cl)C)=O.[CH2:13]([O:15][C:16]([C:18]1[CH:19]2[N:45](C)[CH:23]([CH2:24][C:25]=1[C:26]1[CH:31]=[CH:30][CH:29]=[C:28]([O:32][CH2:33][CH2:34][CH2:35][CH2:36][O:37][Si](C(C)(C)C)(C)C)[CH:27]=1)[CH2:22][N:21]([C:47]([O:49][C:50]([CH3:53])([CH3:52])[CH3:51])=[O:48])[CH2:20]2)=[O:17])[CH3:14].CCN(C(C)C)C(C)C.[CH3:63][C:64](OC(OC(O[C:64]([CH3:66])([CH3:65])[CH3:63])=O)=O)([CH3:66])[CH3:65]. Product: [CH2:13]([O:15][C:16]([C:18]1[CH:19]2[N:45]([C:1]([O:4][C:64]([CH3:66])([CH3:65])[CH3:63])=[O:3])[CH:23]([CH2:24][C:25]=1[C:26]1[CH:31]=[CH:30][CH:29]=[C:28]([O:32][CH2:33][CH2:34][CH2:35][CH2:36][OH:37])[CH:27]=1)[CH2:22][N:21]([C:47]([O:49][C:50]([CH3:53])([CH3:52])[CH3:51])=[O:48])[CH2:20]2)=[O:17])[CH3:14]. The catalyst class is: 26. (2) Reactant: [I-].[CH3:2][S+](C)(C)=O.[H-].[Na+].[C:9]1(=[O:23])[C:18]2[C:13]3=[C:14]([CH:19]=[CH:20][C:21](=[O:22])[N:12]3[CH2:11][CH2:10]1)[CH:15]=[CH:16][CH:17]=2. Product: [C:9]12([CH2:2][O:23]1)[C:18]1[C:13]3=[C:14]([CH:19]=[CH:20][C:21](=[O:22])[N:12]3[CH2:11][CH2:10]2)[CH:15]=[CH:16][CH:17]=1. The catalyst class is: 16. (3) Reactant: [Li]CCCC.CCCCCC.[O:12]1[CH2:17][CH2:16][O:15][C:14]2=[CH:18][S:19][CH:20]=[C:13]12.CN(C)CCN(C)C.[CH2:29]([Sn:33](Cl)([CH2:38][CH2:39][CH2:40][CH3:41])[CH2:34][CH2:35][CH2:36][CH3:37])[CH2:30][CH2:31][CH3:32]. The catalyst class is: 7. Product: [CH2:38]([Sn:33]([CH2:29][CH2:30][CH2:31][CH3:32])([CH2:34][CH2:35][CH2:36][CH3:37])[C:18]1[S:19][CH:20]=[C:13]2[C:14]=1[O:15][CH2:16][CH2:17][O:12]2)[CH2:39][CH2:40][CH3:41]. (4) Reactant: Br[C:2]1[CH:3]=[C:4]([CH:9]=[C:10]([N+:12]([O-:14])=[O:13])[CH:11]=1)[C:5]([O:7][CH3:8])=[O:6].C([O-])([O-])=O.[Cs+].[Cs+].CC1(C)C2C(=C(P(C3C=CC=CC=3)C3C=CC=CC=3)C=CC=2)OC2C(P(C3C=CC=CC=3)C3C=CC=CC=3)=CC=CC1=2.[C:63]1([CH:69]2[CH2:74][CH2:73][S:72](=[O:76])(=[O:75])[NH:71][CH2:70]2)[CH:68]=[CH:67][CH:66]=[CH:65][CH:64]=1. Product: [O:75]=[S:72]1(=[O:76])[CH2:73][CH2:74][CH:69]([C:63]2[CH:64]=[CH:65][CH:66]=[CH:67][CH:68]=2)[CH2:70][N:71]1[C:2]1[CH:3]=[C:4]([CH:9]=[C:10]([N+:12]([O-:14])=[O:13])[CH:11]=1)[C:5]([O:7][CH3:8])=[O:6]. The catalyst class is: 187. (5) Reactant: [F:1][C:2]1[C:7]([F:8])=[CH:6][CH:5]=[CH:4][C:3]=1[C:9](=O)[CH2:10][O:11][C@@H:12]([CH:17]=[CH2:18])[C:13]([F:16])([F:15])[F:14].Cl.[NH2:21][OH:22].C([O-])(=O)C.[Na+]. Product: [F:1][C:2]1[C:7]([F:8])=[CH:6][CH:5]=[CH:4][C:3]=1[C:9](=[N:21][OH:22])[CH2:10][O:11][C@@H:12]([CH:17]=[CH2:18])[C:13]([F:16])([F:15])[F:14]. The catalyst class is: 5. (6) Reactant: I[Si](C)(C)C.C(OC([N:16]1[CH2:22][C:21]2[CH:23]=[CH:24][C:25]([NH:27][C:28]3[N:33]=[C:32]([NH:34][C:35]4[CH:40]=[CH:39][CH:38]=[CH:37][C:36]=4[C:41](=[O:44])[NH:42][CH3:43])[C:31]([Cl:45])=[CH:30][N:29]=3)=[CH:26][C:20]=2[NH:19][C:18](=[O:46])[CH2:17]1)=O)C1C=CC=CC=1. Product: [Cl:45][C:31]1[C:32]([NH:34][C:35]2[CH:40]=[CH:39][CH:38]=[CH:37][C:36]=2[C:41]([NH:42][CH3:43])=[O:44])=[N:33][C:28]([NH:27][C:25]2[CH:24]=[CH:23][C:21]3[CH2:22][NH:16][CH2:17][C:18](=[O:46])[NH:19][C:20]=3[CH:26]=2)=[N:29][CH:30]=1. The catalyst class is: 2. (7) Reactant: [CH3:1][CH:2]1[CH2:7][C:6](=[O:8])[CH:5]=[C:4]([C:9]2[CH:14]=[CH:13][N:12]=[CH:11][C:10]=2[N+:15]([O-:17])=[O:16])[CH2:3]1.Cl[Si:19]([CH3:22])([CH3:21])[CH3:20].C[Si](C)(C)[N-][Si](C)(C)C.[Li+]. Product: [CH3:1][CH:2]1[CH2:3][C:4]([C:9]2[CH:14]=[CH:13][N:12]=[CH:11][C:10]=2[N+:15]([O-:17])=[O:16])=[CH:5][C:6]([O:8][Si:19]([CH3:22])([CH3:21])[CH3:20])=[CH:7]1. The catalyst class is: 49. (8) Reactant: [F:1][C:2]1[C:7]([O:8][CH3:9])=[CH:6][C:5]([O:10][CH3:11])=[C:4]([F:12])[C:3]=1[N:13]1[CH2:18][C:17]2[CH:19]=[N:20][C:21]3[NH:25][C:24]([CH2:26][CH2:27][CH:28]=O)=[CH:23][C:22]=3[C:16]=2[N:15]([CH3:30])[C:14]1=[O:31].[CH2:32]([N:34]1[CH2:39][CH2:38][NH:37][CH2:36][CH2:35]1)[CH3:33].C(O)(=O)C.C([BH3-])#N.[Na+]. Product: [F:1][C:2]1[C:7]([O:8][CH3:9])=[CH:6][C:5]([O:10][CH3:11])=[C:4]([F:12])[C:3]=1[N:13]1[CH2:18][C:17]2[CH:19]=[N:20][C:21]3[NH:25][C:24]([CH2:26][CH2:27][CH2:28][N:37]4[CH2:38][CH2:39][N:34]([CH2:32][CH3:33])[CH2:35][CH2:36]4)=[CH:23][C:22]=3[C:16]=2[N:15]([CH3:30])[C:14]1=[O:31]. The catalyst class is: 5. (9) Reactant: I[C:2]1[CH:7]=[CH:6][C:5]([C:8]2[CH:13]=[CH:12][C:11](I)=[CH:10][CH:9]=2)=[CH:4][CH:3]=1.[CH3:15][C:16]1[CH:22]=[CH:21][CH:20]=[CH:19][C:17]=1[NH2:18].C(=O)([O-])[O-].[K+].[K+]. Product: [CH3:15][C:16]1[CH:22]=[CH:21][CH:20]=[CH:19][C:17]=1[NH:18][C:2]1[CH:7]=[CH:6][C:5]([C:8]2[CH:13]=[CH:12][C:11]([NH:18][C:17]3[CH:19]=[CH:20][CH:21]=[CH:22][C:16]=3[CH3:15])=[CH:10][CH:9]=2)=[CH:4][CH:3]=1. The catalyst class is: 536. (10) Reactant: [F:1][C:2]1[CH:7]=[C:6]([F:8])[CH:5]=[CH:4][C:3]=1[NH:9][C:10]1[O:14][C:13]([CH2:15][CH2:16][C:17]([NH:19][CH:20]2[CH2:25][CH2:24][NH:23][CH2:22][CH2:21]2)=[O:18])=[N:12][N:11]=1.[CH:26](=O)[C:27]1[CH:32]=[CH:31][CH:30]=[CH:29][CH:28]=1.C(O)(=O)C.C(O[BH-](OC(=O)C)OC(=O)C)(=O)C.[Na+]. Product: [CH2:26]([N:23]1[CH2:24][CH2:25][CH:20]([NH:19][C:17](=[O:18])[CH2:16][CH2:15][C:13]2[O:14][C:10]([NH:9][C:3]3[CH:4]=[CH:5][C:6]([F:8])=[CH:7][C:2]=3[F:1])=[N:11][N:12]=2)[CH2:21][CH2:22]1)[C:27]1[CH:32]=[CH:31][CH:30]=[CH:29][CH:28]=1. The catalyst class is: 60.